This data is from Reaction yield outcomes from USPTO patents with 853,638 reactions. The task is: Predict the reaction yield, written as a fraction of the theoretical maximum amount of product (1.0 means a 100% yield; for example, 0.34 means a 34% yield). The catalyst is C1COCC1. The reactants are C[O:2][C:3]([C:5]1[CH:10]=[CH:9][C:8]([C:11]2[CH:16]=[CH:15][C:14]([C:17]([O:19]C)=[O:18])=[CH:13][C:12]=2[I:21])=[C:7]([I:22])[CH:6]=1)=[O:4].[OH-].[K+].O. The yield is 0.890. The product is [I:21][C:12]1[CH:13]=[C:14]([C:17]([OH:19])=[O:18])[CH:15]=[CH:16][C:11]=1[C:8]1[CH:9]=[CH:10][C:5]([C:3]([OH:4])=[O:2])=[CH:6][C:7]=1[I:22].